Dataset: Full USPTO retrosynthesis dataset with 1.9M reactions from patents (1976-2016). Task: Predict the reactants needed to synthesize the given product. (1) Given the product [Cl:1][C:2]1[C:3]([C:9](=[N:22][O:23][CH2:31][CH2:32][CH3:33])[CH2:10][N:11]2[C:12](=[O:21])[C:13]3=[CH:20][CH:19]=[CH:18][CH:17]=[C:14]3[C:15]2=[O:16])=[N:4][CH:5]=[C:6]([Cl:8])[CH:7]=1, predict the reactants needed to synthesize it. The reactants are: [Cl:1][C:2]1[C:3]([C:9](=[N:22][OH:23])[CH2:10][N:11]2[C:15](=[O:16])[C:14]3=[CH:17][CH:18]=[CH:19][CH:20]=[C:13]3[C:12]2=[O:21])=[N:4][CH:5]=[C:6]([Cl:8])[CH:7]=1.C(=O)([O-])[O-].[K+].[K+].I[CH2:31][CH2:32][CH3:33].O. (2) Given the product [CH3:16][O:9][C:8](=[O:10])[CH2:7][CH2:6][C:4]1[N:3]=[CH:2][NH:1][CH:5]=1, predict the reactants needed to synthesize it. The reactants are: [NH:1]1[CH:5]=[C:4]([CH2:6][CH2:7][C:8]([OH:10])=[O:9])[N:3]=[CH:2]1.OS(O)(=O)=O.[CH3:16]O.